This data is from Reaction yield outcomes from USPTO patents with 853,638 reactions. The task is: Predict the reaction yield, written as a fraction of the theoretical maximum amount of product (1.0 means a 100% yield; for example, 0.34 means a 34% yield). (1) The catalyst is C(OCC)(=O)C.[Pd]. The yield is 0.760. The reactants are [CH3:1][O:2][C:3](=[O:26])[C:4]1[CH:9]=[CH:8][C:7]([N+:10]([O-])=O)=[CH:6][C:5]=1[NH:13][C:14](=[O:25])[C:15]1[CH:20]=[CH:19][C:18]([C:21]([CH3:24])([CH3:23])[CH3:22])=[CH:17][CH:16]=1. The product is [CH3:1][O:2][C:3](=[O:26])[C:4]1[CH:9]=[CH:8][C:7]([NH2:10])=[CH:6][C:5]=1[NH:13][C:14](=[O:25])[C:15]1[CH:16]=[CH:17][C:18]([C:21]([CH3:22])([CH3:23])[CH3:24])=[CH:19][CH:20]=1. (2) The reactants are [F:1][C:2]1[CH:7]=[CH:6][C:5]([NH:8][C:9]([C:11]2([C:14]([NH:16][C:17]3[CH:22]=[CH:21][C:20]([O:23][C:24]4[C:33]5[C:28](=[CH:29][C:30]([O:36]CC6C=CC=CC=6)=[C:31]([O:34][CH3:35])[CH:32]=5)[N:27]=[CH:26][N:25]=4)=[C:19]([F:44])[CH:18]=3)=[O:15])[CH2:13][CH2:12]2)=[O:10])=[CH:4][CH:3]=1.C(O)(=O)C.ClCCl.CO. The catalyst is [H][H].[Pd]. The yield is 0.950. The product is [F:1][C:2]1[CH:3]=[CH:4][C:5]([NH:8][C:9]([C:11]2([C:14]([NH:16][C:17]3[CH:22]=[CH:21][C:20]([O:23][C:24]4[C:33]5[C:28](=[CH:29][C:30]([OH:36])=[C:31]([O:34][CH3:35])[CH:32]=5)[N:27]=[CH:26][N:25]=4)=[C:19]([F:44])[CH:18]=3)=[O:15])[CH2:13][CH2:12]2)=[O:10])=[CH:6][CH:7]=1. (3) The reactants are [F:1][C:2]1[C:10]([O:11][CH2:12][C:13]2[CH2:14][C:15]3[C:20]([CH:21]=2)=[CH:19][C:18](B2OC(C)(C)C(C)(C)O2)=[CH:17][CH:16]=3)=[CH:9][CH:8]=[C:7]([F:31])[C:3]=1[C:4]([NH2:6])=[O:5].[C:32]1(OS(C(F)(F)F)(=O)=O)[CH2:37][CH2:36][CH2:35][CH2:34][CH:33]=1.P([O-])([O-])([O-])=O.[K+].[K+].[K+]. The yield is 0.190. The product is [C:32]1([C:18]2[CH:19]=[C:20]3[C:15](=[CH:16][CH:17]=2)[CH2:14][C:13]([CH2:12][O:11][C:10]2[C:2]([F:1])=[C:3]([C:7]([F:31])=[CH:8][CH:9]=2)[C:4]([NH2:6])=[O:5])=[CH:21]3)[CH2:37][CH2:36][CH2:35][CH2:34][CH:33]=1. The catalyst is CN(C=O)C.O. (4) The reactants are Cl.[N:2]1([C:8]2[N:19]=[CH:18][CH:17]=[CH:16][C:9]=2[C:10]([O:12][CH:13]([CH3:15])[CH3:14])=[O:11])[CH2:7][CH2:6][NH:5][CH2:4][CH2:3]1.CCN(CC)CC.[CH3:27][C:28]1[CH:29]=[C:30]([CH:34]=O)[S:31][C:32]=1[CH3:33].[BH-](OC(C)=O)(OC(C)=O)OC(C)=O.[Na+]. The catalyst is CCOC(C)=O. The product is [CH3:27][C:28]1[CH:29]=[C:30]([CH2:34][N:5]2[CH2:6][CH2:7][N:2]([C:8]3[C:9]([C:10]([O:12][CH:13]([CH3:15])[CH3:14])=[O:11])=[CH:16][CH:17]=[CH:18][N:19]=3)[CH2:3][CH2:4]2)[S:31][C:32]=1[CH3:33]. The yield is 0.720. (5) The yield is 0.170. The product is [CH:35]1([C:38]([N:22]2[CH2:21][CH2:20][CH:19]([CH2:18][C:13]3[N:14]([CH3:17])[C:15]4[C:11]([N:12]=3)=[C:10]([N:25]3[CH2:26][CH2:27][O:28][CH2:29][CH2:30]3)[N:9]=[C:8]([N:7]3[C:6]5[CH:31]=[CH:32][CH:33]=[CH:34][C:5]=5[N:4]=[C:3]3[CH2:1][CH3:2])[N:16]=4)[CH2:24][CH2:23]2)=[O:39])[CH2:37][CH2:36]1. The reactants are [CH2:1]([C:3]1[N:7]([C:8]2[N:16]=[C:15]3[C:11]([N:12]=[C:13]([CH2:18][CH:19]4[CH2:24][CH2:23][NH:22][CH2:21][CH2:20]4)[N:14]3[CH3:17])=[C:10]([N:25]3[CH2:30][CH2:29][O:28][CH2:27][CH2:26]3)[N:9]=2)[C:6]2[CH:31]=[CH:32][CH:33]=[CH:34][C:5]=2[N:4]=1)[CH3:2].[CH:35]1([C:38](Cl)=[O:39])[CH2:37][CH2:36]1.CCN(CC)CC. The catalyst is C(Cl)Cl. (6) The reactants are [N:1]([CH2:4][C@@H:5]1[CH2:10][NH:9][C:8]2[CH:11]=[CH:12][CH:13]=[C:14](Br)[C:7]=2[O:6]1)=[N+:2]=[N-:3].[F:16][C:17]1[CH:22]=[CH:21][CH:20]=[CH:19][C:18]=1B(O)O. No catalyst specified. The product is [N:1]([CH2:4][C@@H:5]1[CH2:10][NH:9][C:8]2[CH:11]=[CH:12][CH:13]=[C:14]([C:18]3[CH:19]=[CH:20][CH:21]=[CH:22][C:17]=3[F:16])[C:7]=2[O:6]1)=[N+:2]=[N-:3]. The yield is 0.540. (7) The reactants are [NH2:1][C:2]1[CH:10]=[CH:9][CH:8]=[C:4]([C:5]([OH:7])=O)[C:3]=1[C:11]([OH:13])=[O:12].[C:14](OC(=O)C)(=[O:16])[CH3:15]. No catalyst specified. The product is [C:14]([NH:1][C:2]1[CH:10]=[CH:9][CH:8]=[C:4]2[C:5]([O:13][C:11](=[O:12])[C:3]=12)=[O:7])(=[O:16])[CH3:15]. The yield is 0.610. (8) The reactants are [O:1]=[C:2]1[C:10]2([C:14]3=[CH:15][C:16]4[O:20][CH2:19][O:18][C:17]=4[CH:21]=[C:13]3[O:12][CH2:11]2)[C:9]2[C:4](=[CH:5][CH:6]=[CH:7][CH:8]=2)[N:3]1[CH2:22][CH2:23][CH:24]1[CH2:29][CH2:28][N:27](C(OC(C)(C)C)=O)[CH2:26][CH2:25]1.[ClH:37].CCOCC. The catalyst is O1CCOCC1. The product is [ClH:37].[NH:27]1[CH2:28][CH2:29][CH:24]([CH2:23][CH2:22][N:3]2[C:4]3[C:9](=[CH:8][CH:7]=[CH:6][CH:5]=3)[C:10]3([C:14]4=[CH:15][C:16]5[O:20][CH2:19][O:18][C:17]=5[CH:21]=[C:13]4[O:12][CH2:11]3)[C:2]2=[O:1])[CH2:25][CH2:26]1. The yield is 0.910. (9) The reactants are C[Si]([N-][Si](C)(C)C)(C)C.[K+].[C:11]([O:14][CH2:15][CH3:16])(=[O:13])[CH3:12].[CH3:17][O:18][C:19]([C:21]1[N:22]([C:26]([C:33](Cl)=[O:34])([CH3:32])[CH2:27][CH2:28][CH:29]([CH3:31])[CH3:30])[CH:23]=[CH:24][CH:25]=1)=[O:20]. The catalyst is C1(C)C=CC=CC=1.O1CCCC1. The product is [CH3:17][O:18][C:19]([C:21]1[N:22]([C:26]([C:33](=[O:34])[CH2:12][C:11]([O:14][CH2:15][CH3:16])=[O:13])([CH3:32])[CH2:27][CH2:28][CH:29]([CH3:30])[CH3:31])[CH:23]=[CH:24][CH:25]=1)=[O:20]. The yield is 0.160. (10) The reactants are [C:1]([NH:9][NH2:10])(=O)[C:2]1[CH:7]=[CH:6][N:5]=[CH:4][CH:3]=1.Cl.C(O[C:15](=[NH:22])[CH2:16][C:17]([O:19][CH2:20][CH3:21])=[O:18])C. The catalyst is C(O)C. The product is [N:5]1[CH:6]=[CH:7][C:2]([C:1]2[N:22]=[C:15]([CH2:16][C:17]([O:19][CH2:20][CH3:21])=[O:18])[NH:10][N:9]=2)=[CH:3][CH:4]=1. The yield is 0.750.